From a dataset of Full USPTO retrosynthesis dataset with 1.9M reactions from patents (1976-2016). Predict the reactants needed to synthesize the given product. (1) Given the product [CH3:12][C:13]1[N:18]=[CH:17][C:16]([N:19]2[CH:23]=[C:22]([C:24]3[CH:29]=[CH:28][CH:27]=[CH:26][N+:25]=3[O-:9])[N:21]=[C:20]2[C:30]2[CH:31]=[CH:32][C:33]([N:36]3[C:40]4=[N:41][CH:42]=[CH:43][CH:44]=[C:39]4[CH:38]=[CH:37]3)=[CH:34][CH:35]=2)=[CH:15][CH:14]=1, predict the reactants needed to synthesize it. The reactants are: ClC1C=CC=C(C(OO)=[O:9])C=1.[CH3:12][C:13]1[N:18]=[CH:17][C:16]([N:19]2[CH:23]=[C:22]([C:24]3[CH:29]=[CH:28][CH:27]=[CH:26][N:25]=3)[N:21]=[C:20]2[C:30]2[CH:35]=[CH:34][C:33]([N:36]3[C:40]4=[N:41][CH:42]=[CH:43][CH:44]=[C:39]4[CH:38]=[CH:37]3)=[CH:32][CH:31]=2)=[CH:15][CH:14]=1. (2) Given the product [CH3:28][C:25]([O:29][C:30]([NH:32][C:33]1[C:34]([C:43]([NH:46][CH:47]([C@H:52]2[CH2:57][CH2:56][C@H:55]([C:58]([F:59])([F:60])[F:61])[CH2:54][CH2:53]2)[C:48]([O:50][CH3:51])=[O:49])=[O:44])=[CH:35][C:36]2[C:41]([CH:42]=1)=[CH:40][CH:39]=[CH:38][CH:37]=2)=[O:31])([CH3:26])[CH3:27].[CH3:28][C:25]([O:29][C:30]([NH:32][C:33]1[C:34]([C:43]([NH:46][CH:47]([C@H:52]2[CH2:57][CH2:56][C@@H:55]([C:58]([F:59])([F:60])[F:61])[CH2:54][CH2:53]2)[C:48]([O:50][CH3:51])=[O:49])=[O:44])=[CH:35][C:36]2[C:41]([CH:42]=1)=[CH:40][CH:39]=[CH:38][CH:37]=2)=[O:31])([CH3:26])[CH3:27], predict the reactants needed to synthesize it. The reactants are: CN(C(ON1N=NC2C=CC=NC1=2)=[N+](C)C)C.F[P-](F)(F)(F)(F)F.[C:25]([O:29][C:30]([NH:32][C:33]1[C:34]([C:43](O)=[O:44])=[CH:35][C:36]2[C:41]([CH:42]=1)=[CH:40][CH:39]=[CH:38][CH:37]=2)=[O:31])([CH3:28])([CH3:27])[CH3:26].[NH2:46][CH:47]([CH:52]1[CH2:57][CH2:56][CH:55]([C:58]([F:61])([F:60])[F:59])[CH2:54][CH2:53]1)[C:48]([O:50][CH3:51])=[O:49].C(N(C(C)C)CC)(C)C. (3) Given the product [C:29]([C:2]1[CH:7]=[CH:6][C:5]2=[N:8][C:9]([C:11]3[CH:12]=[CH:13][C:14]([C:24]([F:27])([F:26])[F:25])=[C:15]([NH:17][C:18](=[O:23])[C:19]([CH3:22])([CH3:21])[CH3:20])[CH:16]=3)=[CH:10][N:4]2[N:3]=1)#[N:30], predict the reactants needed to synthesize it. The reactants are: Cl[C:2]1[CH:7]=[CH:6][C:5]2=[N:8][C:9]([C:11]3[CH:12]=[CH:13][C:14]([C:24]([F:27])([F:26])[F:25])=[C:15]([NH:17][C:18](=[O:23])[C:19]([CH3:22])([CH3:21])[CH3:20])[CH:16]=3)=[CH:10][N:4]2[N:3]=1.[Cu](C#N)[C:29]#[N:30].CN1CCOCC1. (4) Given the product [NH2:1][C:2]1[C:7]2=[C:8]([C:26]3[CH:31]=[CH:30][C:29]([NH:32][C:33]([NH:34][C:35]4[CH:40]=[C:39]([C:41]([F:43])([F:44])[F:42])[CH:38]=[CH:37][C:36]=4[F:45])=[O:46])=[C:28]([F:47])[CH:27]=3)[CH:9]=[C:10]([C:11]([CH:13]3[O:18][CH2:17][CH2:16][NH:15][CH2:14]3)=[O:12])[N:6]2[N:5]=[CH:4][N:3]=1, predict the reactants needed to synthesize it. The reactants are: [NH2:1][C:2]1[C:7]2=[C:8]([C:26]3[CH:31]=[CH:30][C:29]([NH:32][C:33](=[O:46])[NH:34][C:35]4[CH:40]=[C:39]([C:41]([F:44])([F:43])[F:42])[CH:38]=[CH:37][C:36]=4[F:45])=[C:28]([F:47])[CH:27]=3)[CH:9]=[C:10]([C:11]([CH:13]3[O:18][CH2:17][CH2:16][N:15](C(OC(C)(C)C)=O)[CH2:14]3)=[O:12])[N:6]2[N:5]=[CH:4][N:3]=1.Cl. (5) Given the product [CH3:11][CH:12]1[CH2:17][CH2:16][N:15]([C:18]([N:3]2[C:4]3=[N:5][CH:6]=[CH:7][CH:8]=[C:9]3[O:1][C:2]2=[O:10])=[O:19])[CH2:14][CH2:13]1, predict the reactants needed to synthesize it. The reactants are: [O:1]1[C:9]2[C:4](=[N:5][CH:6]=[CH:7][CH:8]=2)[NH:3][C:2]1=[O:10].[CH3:11][CH:12]1[CH2:17][CH2:16][N:15]([C:18](Cl)=[O:19])[CH2:14][CH2:13]1.C(N(CC)CC)C. (6) Given the product [Br:8][C:9]1[CH:14]=[CH:13][C:12]([NH:15][C:16]2[CH:17]=[CH:18][C:19]([CH2:22][NH:23][C:24]([C:26]3([NH:29][C:42]([C:39]4[CH:38]=[N:37][C:36]([O:35][CH3:34])=[N:41][CH:40]=4)=[O:43])[CH2:27][CH2:28]3)=[O:25])=[N:20][CH:21]=2)=[C:11]([C:30]([F:33])([F:31])[F:32])[CH:10]=1, predict the reactants needed to synthesize it. The reactants are: FC(F)(F)C(O)=O.[Br:8][C:9]1[CH:14]=[CH:13][C:12]([NH:15][C:16]2[CH:17]=[CH:18][C:19]([CH2:22][NH:23][C:24]([C:26]3([NH2:29])[CH2:28][CH2:27]3)=[O:25])=[N:20][CH:21]=2)=[C:11]([C:30]([F:33])([F:32])[F:31])[CH:10]=1.[CH3:34][O:35][C:36]1[N:41]=[CH:40][C:39]([C:42](O)=[O:43])=[CH:38][N:37]=1. (7) Given the product [S:16]1[CH:20]=[CH:19][CH:18]=[C:17]1[C:21]1[NH:25][CH:24]=[C:23](/[CH:12]=[CH:11]/[C:10]([O:9][CH2:7][CH3:8])=[O:15])[CH:22]=1, predict the reactants needed to synthesize it. The reactants are: N1CCCCC1.[CH2:7]([O:9][C:10](=[O:15])[CH2:11][C:12]([O-])=O)[CH3:8].[S:16]1[CH:20]=[CH:19][CH:18]=[C:17]1[C:21]1[NH:25][CH:24]=[C:23](C=O)[CH:22]=1. (8) Given the product [C:8]([C:7]1[CH:11]=[CH:12][CH:13]=[CH:14][C:6]=1[C:5]([C:26]1[CH:27]=[CH:28][C:22]2[S:21][C:20]3[CH:19]=[CH:18][CH:17]=[CH:16][C:24]=3[C:23]=2[CH:25]=1)=[O:15])([OH:10])=[O:9], predict the reactants needed to synthesize it. The reactants are: [Cl-].[Al+3].[Cl-].[Cl-].[C:5]1(=[O:15])[O:10][C:8](=[O:9])[C:7]2=[CH:11][CH:12]=[CH:13][CH:14]=[C:6]12.[CH:16]1[C:24]2[C:23]3[CH:25]=[CH:26][CH:27]=[CH:28][C:22]=3[S:21][C:20]=2[CH:19]=[CH:18][CH:17]=1.Cl. (9) Given the product [N:30]1[CH:35]=[C:34]([C:2]2[CH:3]=[C:4]([C:8]3([C:18]4[CH:23]=[CH:22][N:21]=[C:20]([O:24][CH2:25][C:26]([F:29])([F:27])[F:28])[CH:19]=4)[C:16]4[C:11](=[N:12][CH:13]=[CH:14][CH:15]=4)[C:10]([NH2:17])=[N:9]3)[CH:5]=[CH:6][CH:7]=2)[CH:33]=[N:32][CH:31]=1, predict the reactants needed to synthesize it. The reactants are: Br[C:2]1[CH:3]=[C:4]([C:8]2([C:18]3[CH:23]=[CH:22][N:21]=[C:20]([O:24][CH2:25][C:26]([F:29])([F:28])[F:27])[CH:19]=3)[C:16]3[C:11](=[N:12][CH:13]=[CH:14][CH:15]=3)[C:10]([NH2:17])=[N:9]2)[CH:5]=[CH:6][CH:7]=1.[N:30]1[CH:35]=[C:34](B(O)O)[CH:33]=[N:32][CH:31]=1.C(=O)([O-])[O-].[Cs+].[Cs+]. (10) Given the product [CH3:1][O:2][C:3]1[CH:27]=[CH:26][C:6]2[N:7]=[C:8]([NH:10][C:11]3[CH:16]=[C:15]([CH2:17][C:18]4[CH:23]=[CH:22][CH:21]=[CH:20][CH:19]=4)[N:14]=[C:13]([S:30]([CH3:36])(=[O:32])=[O:29])[N:12]=3)[S:9][C:5]=2[CH:4]=1, predict the reactants needed to synthesize it. The reactants are: [CH3:1][O:2][C:3]1[CH:27]=[CH:26][C:6]2[N:7]=[C:8]([NH:10][C:11]3[CH:16]=[C:15]([CH2:17][C:18]4[CH:23]=[CH:22][CH:21]=[CH:20][CH:19]=4)[N:14]=[C:13](SC)[N:12]=3)[S:9][C:5]=2[CH:4]=1.O[O:29][S:30]([O-:32])=O.[K+].O.Cl[CH2:36]Cl.